This data is from Forward reaction prediction with 1.9M reactions from USPTO patents (1976-2016). The task is: Predict the product of the given reaction. The product is: [C:6]([OH:8])(=[O:7])[CH:5]=[CH2:4].[NH2:58][C:1]([O:10][CH2:13][CH3:17])=[O:9]. Given the reactants [C:1]([OH:10])(=[O:9])CC[CH2:4][CH2:5][C:6]([OH:8])=[O:7].OC[C:13]([CH3:17])(CO)C.C(OCCO)(=O)C=C.COC1C=CC(O)=CC=1.C(C1C=C(C)C=C(C(C)(C)C)C=1O)(C)(C)C.C([O-])(=O)C.[Cs+].O=C=[N:58]C1CC(C)(C)CC(C)(CN=C=O)C1.[N-]=C=O, predict the reaction product.